This data is from Catalyst prediction with 721,799 reactions and 888 catalyst types from USPTO. The task is: Predict which catalyst facilitates the given reaction. (1) Reactant: [NH2:1][C:2]1[CH:3]=[C:4]([CH:8]=[CH:9][CH:10]=1)[C:5]([OH:7])=[O:6].[H][H]. Product: [NH2:1][CH:2]1[CH2:10][CH2:9][CH2:8][CH:4]([C:5]([OH:7])=[O:6])[CH2:3]1. The catalyst class is: 29. (2) The catalyst class is: 386. Product: [C:16]([N:4]1[CH2:3][C:2]([CH3:7])([CH3:1])[CH:5]=[N:6][C:13](=[O:14])[CH2:31]1)([O:18][C:19]([CH3:22])([CH3:21])[CH3:20])=[O:17]. Reactant: [CH3:1][C:2]([CH3:7])([CH2:5][NH2:6])[CH2:3][NH2:4].CS(O)(=O)=O.[CH3:13][O-:14].[Na+].[C:16](O[C:16]([O:18][C:19]([CH3:22])([CH3:21])[CH3:20])=[O:17])([O:18][C:19]([CH3:22])([CH3:21])[CH3:20])=[O:17].[CH3:31]O. (3) Reactant: [CH:1]1([NH:5][C:6]([C@@H:8]2[CH2:12][CH2:11][CH2:10][N:9]2[C:13](=[O:30])[CH2:14][O:15][C:16]2[N:20]([C:21]3[CH:26]=[CH:25][CH:24]=[CH:23][CH:22]=3)[N:19]=[C:18]([C:27](O)=[O:28])[CH:17]=2)=[O:7])[CH2:4][CH2:3][CH2:2]1.C1C=CC2N(O)N=NC=2C=1.CCN(C(C)C)C(C)C.Cl.[CH2:51]([O:55][C:56]([N:58]1[CH2:63][CH2:62][N:61]([C:64](=[O:88])[C@@H:65]([NH2:87])[CH2:66][CH2:67][CH2:68][O:69][Si:70]([C:83]([CH3:86])([CH3:85])[CH3:84])([C:77]2[CH:82]=[CH:81][CH:80]=[CH:79][CH:78]=2)[C:71]2[CH:76]=[CH:75][CH:74]=[CH:73][CH:72]=2)[CH2:60][CH2:59]1)=[O:57])[CH2:52][CH2:53][CH3:54]. Product: [CH2:51]([O:55][C:56]([N:58]1[CH2:59][CH2:60][N:61]([C:64](=[O:88])[C@@H:65]([NH:87][C:27]([C:18]2[CH:17]=[C:16]([O:15][CH2:14][C:13]([N:9]3[CH2:10][CH2:11][CH2:12][C@H:8]3[C:6](=[O:7])[NH:5][CH:1]3[CH2:4][CH2:3][CH2:2]3)=[O:30])[N:20]([C:21]3[CH:22]=[CH:23][CH:24]=[CH:25][CH:26]=3)[N:19]=2)=[O:28])[CH2:66][CH2:67][CH2:68][O:69][Si:70]([C:83]([CH3:86])([CH3:85])[CH3:84])([C:77]2[CH:82]=[CH:81][CH:80]=[CH:79][CH:78]=2)[C:71]2[CH:76]=[CH:75][CH:74]=[CH:73][CH:72]=2)[CH2:62][CH2:63]1)=[O:57])[CH2:52][CH2:53][CH3:54]. The catalyst class is: 607. (4) Product: [NH2:10][CH2:9][CH2:8][N:6]([CH3:7])[C:4](=[O:5])[C:3]1[CH:18]=[CH:19][CH:20]=[CH:21][C:2]=1[OH:1]. The catalyst class is: 2. Reactant: [OH:1][C:2]1[CH:21]=[CH:20][CH:19]=[CH:18][C:3]=1[C:4]([N:6]([CH2:8][CH2:9][NH:10]C(=O)OC(C)(C)C)[CH3:7])=[O:5].FC(F)(F)C(O)=O. (5) Reactant: [CH:1]1([C:4]2[NH:8][N:7]=[C:6]([NH:9][C:10]3[C:17]([F:18])=[CH:16][C:13]([CH:14]=[O:15])=[C:12]([NH:19][C@H:20]([C:22]4[CH:27]=[CH:26][C:25]([F:28])=[CH:24][CH:23]=4)[CH3:21])[N:11]=3)[CH:5]=2)[CH2:3][CH2:2]1.[BH4-].[Na+]. Product: [CH:1]1([C:4]2[NH:8][N:7]=[C:6]([NH:9][C:10]3[N:11]=[C:12]([NH:19][C@H:20]([C:22]4[CH:27]=[CH:26][C:25]([F:28])=[CH:24][CH:23]=4)[CH3:21])[C:13]([CH2:14][OH:15])=[CH:16][C:17]=3[F:18])[CH:5]=2)[CH2:3][CH2:2]1. The catalyst class is: 5. (6) Reactant: Br[C:2]1[CH:3]=[C:4]([Cl:13])[C:5]2[O:10][CH2:9][CH2:8][CH2:7][C:6]=2[C:11]=1[CH3:12].[B:14]1([B:14]2[O:18][C:17]([CH3:20])([CH3:19])[C:16]([CH3:22])([CH3:21])[O:15]2)[O:18][C:17]([CH3:20])([CH3:19])[C:16]([CH3:22])([CH3:21])[O:15]1.C([O-])(=O)C.[K+].O. Product: [Cl:13][C:4]1[C:5]2[O:10][CH2:9][CH2:8][CH2:7][C:6]=2[C:11]([CH3:12])=[C:2]([B:14]2[O:18][C:17]([CH3:20])([CH3:19])[C:16]([CH3:22])([CH3:21])[O:15]2)[CH:3]=1. The catalyst class is: 9. (7) The catalyst class is: 5. Product: [OH:15][NH:14][C:9]([C:8]1[CH:7]=[N:6][C:5]([CH2:4][N:1]=[N+:2]=[N-:3])=[CH:12][CH:11]=1)=[NH:10]. Reactant: [N:1]([CH2:4][C:5]1[CH:12]=[CH:11][C:8]([C:9]#[N:10])=[CH:7][N:6]=1)=[N+:2]=[N-:3].Cl.[NH2:14][OH:15].C(N(CC)CC)C. (8) Product: [Br:30][C:31]1[C:32]([O:39][CH3:40])=[N:33][CH:34]=[C:35](/[CH:36]=[CH:2]/[O:3][CH3:4])[CH:38]=1. Reactant: [Cl-].[CH3:2][O:3][CH2:4][P+](C1C=CC=CC=1)(C1C=CC=CC=1)C1C=CC=CC=1.CC([O-])(C)C.[K+].[Br:30][C:31]1[C:32]([O:39][CH3:40])=[N:33][CH:34]=[C:35]([CH:38]=1)[CH:36]=O. The catalyst class is: 1. (9) Reactant: Cl[C:2]1[N:11]=[C:10]([NH:12][CH2:13][C:14]2[CH:23]=[CH:22][C:17]([C:18]([O:20][CH3:21])=[O:19])=[CH:16][CH:15]=2)[C:9]2[C:4](=[CH:5][CH:6]=[CH:7][C:8]=2[C:24]2[CH:29]=[CH:28][CH:27]=[CH:26][CH:25]=2)[N:3]=1.[N:30]1[CH:35]=[C:34](B2OC(C)(C)C(C)(C)O2)[CH:33]=[N:32][CH:31]=1.C(=O)([O-])[O-].[K+].[K+]. Product: [C:24]1([C:8]2[CH:7]=[CH:6][CH:5]=[C:4]3[C:9]=2[C:10]([NH:12][CH2:13][C:14]2[CH:23]=[CH:22][C:17]([C:18]([O:20][CH3:21])=[O:19])=[CH:16][CH:15]=2)=[N:11][C:2]([C:34]2[CH:35]=[N:30][CH:31]=[N:32][CH:33]=2)=[N:3]3)[CH:29]=[CH:28][CH:27]=[CH:26][CH:25]=1. The catalyst class is: 18. (10) Reactant: S([O-])([O-])(=O)=O.[Zr+4:6].S([O-])([O-])(=O)=O.[P].[OH:13][P:14]([OH:17])([OH:16])=[O:15].[OH-].[Na+]. Product: [P:14]([O-:17])([O-:16])([O-:15])=[O:13].[Zr+4:6].[P:14]([O-:17])([O-:16])([O-:15])=[O:13].[P:14]([O-:17])([O-:16])([O-:15])=[O:13].[P:14]([O-:17])([O-:16])([O-:15])=[O:13].[Zr+4:6].[Zr+4:6]. The catalyst class is: 6.